Dataset: Catalyst prediction with 721,799 reactions and 888 catalyst types from USPTO. Task: Predict which catalyst facilitates the given reaction. (1) Reactant: [Cl:1][C:2]1[CH:7]=[CH:6][CH:5]=[CH:4][C:3]=1[SH:8].C(=O)([O-])[O-].[Cs+].[Cs+].[C:15]([O:19][C:20]([N:22]1[CH2:27][CH2:26][CH:25](OS(C)(=O)=O)[CH2:24][CH2:23]1)=[O:21])([CH3:18])([CH3:17])[CH3:16]. Product: [C:15]([O:19][C:20]([N:22]1[CH2:27][CH2:26][CH:25]([S:8][C:3]2[CH:4]=[CH:5][CH:6]=[CH:7][C:2]=2[Cl:1])[CH2:24][CH2:23]1)=[O:21])([CH3:18])([CH3:16])[CH3:17]. The catalyst class is: 18. (2) Reactant: [NH2:1][C:2]1[CH:3]=[CH:4][C:5]([N:10]2[CH2:15][CH2:14][N:13]([CH:16]([C:23]3[CH:28]=[CH:27][CH:26]=[CH:25][CH:24]=3)[C:17]3[CH:22]=[CH:21][N:20]=[CH:19][CH:18]=3)[CH2:12][CH2:11]2)=[C:6]([CH:9]=1)[C:7]#[N:8].C(N(CC)CC)C.[CH2:36]([CH:38]([CH2:42][CH3:43])[C:39](Cl)=[O:40])[CH3:37]. Product: [C:7]([C:6]1[CH:9]=[C:2]([NH:1][C:39](=[O:40])[CH:38]([CH2:42][CH3:43])[CH2:36][CH3:37])[CH:3]=[CH:4][C:5]=1[N:10]1[CH2:11][CH2:12][N:13]([CH:16]([C:23]2[CH:24]=[CH:25][CH:26]=[CH:27][CH:28]=2)[C:17]2[CH:18]=[CH:19][N:20]=[CH:21][CH:22]=2)[CH2:14][CH2:15]1)#[N:8]. The catalyst class is: 1. (3) Reactant: [Br:1][C:2]1[CH:11]=[CH:10][C:9]2[O:8][CH2:7][C:6]3[CH:12]=[C:13]([C:15]([OH:17])=O)[S:14][C:5]=3[C:4]=2[CH:3]=1.C(Cl)(=O)C([Cl:21])=O.CN(C)C=O. Product: [Br:1][C:2]1[CH:11]=[CH:10][C:9]2[O:8][CH2:7][C:6]3[CH:12]=[C:13]([C:15]([Cl:21])=[O:17])[S:14][C:5]=3[C:4]=2[CH:3]=1. The catalyst class is: 4. (4) Reactant: [C:1]([Si:5]([CH3:22])([CH3:21])[O:6][C:7]1[CH:16]=[C:15]2[C:10]([C:11]([CH2:18][CH2:19][OH:20])=[CH:12][C:13](=[O:17])[O:14]2)=[CH:9][CH:8]=1)([CH3:4])([CH3:3])[CH3:2].[Si:23](Cl)([C:26]([CH3:29])([CH3:28])[CH3:27])([CH3:25])[CH3:24].N1C=CN=C1. Product: [C:1]([Si:5]([CH3:22])([CH3:21])[O:6][C:7]1[CH:16]=[C:15]2[C:10]([C:11]([CH2:18][CH2:19][O:20][Si:23]([C:26]([CH3:29])([CH3:28])[CH3:27])([CH3:25])[CH3:24])=[CH:12][C:13](=[O:17])[O:14]2)=[CH:9][CH:8]=1)([CH3:4])([CH3:3])[CH3:2]. The catalyst class is: 369. (5) Reactant: [CH3:1][O:2][C:3]1[CH:4]=[N:5][C:6]([N:11]2[C:20](=[O:21])[C:19]3[C:14](=[CH:15][C:16]([C:22]([OH:24])=O)=[CH:17][CH:18]=3)[NH:13][C:12]2=[S:25])=[N:7][C:8]=1[O:9][CH3:10].[Cl:26][C:27]1[CH:28]=[C:29]([CH:32]=[CH:33][CH:34]=1)[CH2:30][NH2:31].CCN(C(C)C)C(C)C.CN(C(ON1N=NC2C=CC=NC1=2)=[N+](C)C)C.F[P-](F)(F)(F)(F)F. Product: [Cl:26][C:27]1[CH:28]=[C:29]([CH:32]=[CH:33][CH:34]=1)[CH2:30][NH:31][C:22]([C:16]1[CH:15]=[C:14]2[C:19]([C:20](=[O:21])[N:11]([C:6]3[N:5]=[CH:4][C:3]([O:2][CH3:1])=[C:8]([O:9][CH3:10])[N:7]=3)[C:12](=[S:25])[NH:13]2)=[CH:18][CH:17]=1)=[O:24]. The catalyst class is: 3. (6) Reactant: O[CH2:2][C@@H:3]1[C@@H:7]([CH2:8][O:9][CH2:10][C:11]2[CH:16]=[CH:15][CH:14]=[CH:13][CH:12]=2)[O:6][CH2:5][CH2:4]1.CCN(CC)CC.CS(Cl)(=O)=O.[N-:29]=[N+:30]=[N-:31].[Na+]. Product: [N:29]([CH2:2][C@@H:3]1[C@@H:7]([CH2:8][O:9][CH2:10][C:11]2[CH:16]=[CH:15][CH:14]=[CH:13][CH:12]=2)[O:6][CH2:5][CH2:4]1)=[N+:30]=[N-:31]. The catalyst class is: 91. (7) Reactant: [NH2:1][C@@H:2]([C:5]1[CH:17]=[CH:16][C:8]([C:9]([O:11][C:12]([CH3:15])([CH3:14])[CH3:13])=[O:10])=[C:7]([N+:18]([O-:20])=[O:19])[CH:6]=1)[CH2:3][CH3:4].[ClH:21].C(OCC)(=O)C. Product: [ClH:21].[NH2:1][C@@H:2]([C:5]1[CH:17]=[CH:16][C:8]([C:9]([O:11][C:12]([CH3:14])([CH3:15])[CH3:13])=[O:10])=[C:7]([N+:18]([O-:20])=[O:19])[CH:6]=1)[CH2:3][CH3:4]. The catalyst class is: 13. (8) Reactant: [C:1]([CH2:4][C@H:5]1[CH2:16][CH2:15][C:14]2[S:13][C:12]3[N:11]=[CH:10][N:9]=[C:8]([O:17][CH:18]4[CH2:23][CH2:22][C:21]([NH:25]C(=O)OC(C)(C)C)([CH3:24])[CH2:20][CH2:19]4)[C:7]=3[C:6]1=2)(=[O:3])[NH2:2].Cl. Product: [NH2:25][C:21]1([CH3:24])[CH2:20][CH2:19][CH:18]([O:17][C:8]2[C:7]3[C:6]4[C@@H:5]([CH2:4][C:1]([NH2:2])=[O:3])[CH2:16][CH2:15][C:14]=4[S:13][C:12]=3[N:11]=[CH:10][N:9]=2)[CH2:23][CH2:22]1. The catalyst class is: 4. (9) Reactant: [Cl:1][C:2]1[CH:7]=[CH:6][CH:5]=[C:4]([F:8])[C:3]=1[C:9](=O)[CH2:10][C:11]1[CH:12]=[C:13]([CH:20]=[CH:21][C:22]=1[N+:23]([O-])=O)[C:14]([O:16][CH2:17][CH:18]=[CH2:19])=[O:15]. Product: [Cl:1][C:2]1[CH:7]=[CH:6][CH:5]=[C:4]([F:8])[C:3]=1[C:9]1[NH:23][C:22]2[C:11]([CH:10]=1)=[CH:12][C:13]([C:14]([O:16][CH2:17][CH:18]=[CH2:19])=[O:15])=[CH:20][CH:21]=2. The catalyst class is: 180. (10) Reactant: [CH3:1][S:2][C:3]1[S:4][C:5]2[C:6]([N:11]=1)=[N:7][CH:8]=[CH:9][CH:10]=2.[S:12]([C:17]1[CH:23]=[CH:22][C:20]([CH3:21])=[CH:19][CH:18]=1)([O:15][CH3:16])(=[O:14])=[O:13]. Product: [S:12]([C:17]1[CH:23]=[CH:22][C:20]([CH3:21])=[CH:19][CH:18]=1)([O-:15])(=[O:14])=[O:13].[CH3:16][N+:11]1[C:6]2=[N:7][CH:8]=[CH:9][CH:10]=[C:5]2[S:4][C:3]=1[S:2][CH3:1]. The catalyst class is: 13.